This data is from Catalyst prediction with 721,799 reactions and 888 catalyst types from USPTO. The task is: Predict which catalyst facilitates the given reaction. (1) The catalyst class is: 25. Reactant: C[O:2][C:3]1[CH:12]=[C:11]2[C:6]([C:7](=[O:34])[C:8]([C:24]3[CH:33]=[CH:32][C:27]([C:28]([O:30]C)=[O:29])=[CH:26][CH:25]=3)=[C:9]([CH2:13][C:14]3[CH:19]=[CH:18][C:17]([C:20]([O:22]C)=[O:21])=[CH:16][CH:15]=3)[S:10]2)=[CH:5][CH:4]=1.[Cl-].[Cl-].[Cl-].[Al+3]. Product: [C:20]([C:17]1[CH:16]=[CH:15][C:14]([CH2:13][C:9]2[S:10][C:11]3[C:6]([C:7](=[O:34])[C:8]=2[C:24]2[CH:33]=[CH:32][C:27]([C:28]([OH:30])=[O:29])=[CH:26][CH:25]=2)=[CH:5][CH:4]=[C:3]([OH:2])[CH:12]=3)=[CH:19][CH:18]=1)([OH:22])=[O:21]. (2) The catalyst class is: 88. Reactant: [CH2:1]([OH:10])[CH:2]=[CH:3][C:4]1[CH:9]=[CH:8][CH:7]=[CH:6][CH:5]=1.[CH2:11](C(CC)(CC)C([O-])([O-])[O-])[CH3:12].C(O)(=[O:25])CC.[OH-].[Na+]. Product: [C:4]1([CH:3]([CH:11]=[CH2:12])[CH2:2][C:1]([OH:25])=[O:10])[CH:9]=[CH:8][CH:7]=[CH:6][CH:5]=1.